From a dataset of Peptide-MHC class I binding affinity with 185,985 pairs from IEDB/IMGT. Regression. Given a peptide amino acid sequence and an MHC pseudo amino acid sequence, predict their binding affinity value. This is MHC class I binding data. (1) The peptide sequence is AFSGVSWTMK. The MHC is HLA-A32:01 with pseudo-sequence HLA-A32:01. The binding affinity (normalized) is 0.165. (2) The peptide sequence is LLLRPFWPA. The MHC is HLA-A02:12 with pseudo-sequence HLA-A02:12. The binding affinity (normalized) is 0.669. (3) The peptide sequence is AQYIGLVES. The MHC is HLA-A02:01 with pseudo-sequence HLA-A02:01. The binding affinity (normalized) is 0.262. (4) The peptide sequence is IREQANSV. The MHC is Mamu-B08 with pseudo-sequence Mamu-B08. The binding affinity (normalized) is 0.117. (5) The peptide sequence is DVGCLLTDTI. The MHC is HLA-A02:02 with pseudo-sequence HLA-A02:02. The binding affinity (normalized) is 0.142.